From a dataset of Full USPTO retrosynthesis dataset with 1.9M reactions from patents (1976-2016). Predict the reactants needed to synthesize the given product. (1) Given the product [CH3:1][C@H:2]1[C@@H:3]2[CH2:4][CH2:5][C:6]3[CH:7]=[N:8][CH:9]=[N:10][C:11]=3[C@@:12]2([C:20]2[CH:21]=[CH:22][CH:23]=[CH:24][CH:25]=2)[CH2:13][CH2:14][C:15]1=[O:16], predict the reactants needed to synthesize it. The reactants are: [CH3:1][C@@H:2]1[C:15]2(OCC[O:16]2)[CH2:14][CH2:13][C@@:12]2([C:20]3[CH:25]=[CH:24][CH:23]=[CH:22][CH:21]=3)[C@H:3]1[CH2:4][CH2:5][C:6]1[CH:7]=[N:8][CH:9]=[N:10][C:11]=12.Cl.C(=O)(O)[O-].[Na+]. (2) Given the product [OH:2][C:3]1[CH:4]=[C:5]([CH:26]=[CH:27][C:28]=1[OH:29])[CH2:6][NH:7][C:8]([C:10]1[C:18]2[N:17]=[C:16]([C:19]3[S:20][CH:21]=[CH:22][CH:23]=3)[NH:15][C:14]=2[C:13]([OH:24])=[CH:12][CH:11]=1)=[O:9], predict the reactants needed to synthesize it. The reactants are: C[O:2][C:3]1[CH:4]=[C:5]([CH:26]=[CH:27][C:28]=1[O:29]C)[CH2:6][NH:7][C:8]([C:10]1[C:18]2[N:17]=[C:16]([C:19]3[S:20][CH:21]=[CH:22][CH:23]=3)[NH:15][C:14]=2[C:13]([O:24]C)=[CH:12][CH:11]=1)=[O:9].B(Br)(Br)Br.